From a dataset of Full USPTO retrosynthesis dataset with 1.9M reactions from patents (1976-2016). Predict the reactants needed to synthesize the given product. (1) Given the product [CH2:15]([N:22]([CH2:13][C:3]1[C:2]([Cl:1])=[N:7][C:6]([N:8]([CH3:12])[CH:9]([CH3:10])[CH3:11])=[CH:5][N:4]=1)[CH2:23][C@@H:24]([OH:28])[CH2:25][O:26][CH3:27])[C:16]1[CH:21]=[CH:20][CH:19]=[CH:18][CH:17]=1, predict the reactants needed to synthesize it. The reactants are: [Cl:1][C:2]1[C:3]([CH:13]=O)=[N:4][CH:5]=[C:6]([N:8]([CH3:12])[CH:9]([CH3:11])[CH3:10])[N:7]=1.[CH2:15]([NH:22][CH2:23][C@@H:24]([OH:28])[CH2:25][O:26][CH3:27])[C:16]1[CH:21]=[CH:20][CH:19]=[CH:18][CH:17]=1.C(O[BH-](OC(=O)C)OC(=O)C)(=O)C.[Na+].C(=O)([O-])O.[Na+]. (2) Given the product [NH2:12][S:9]([C:4]1[C:3]([OH:13])=[C:2]([NH:1][C:28]([NH:27][C:19]2[N:23]([CH3:24])[N:22]=[C:21]([CH3:25])[CH:20]=2)=[O:29])[CH:7]=[CH:6][C:5]=1[Cl:8])(=[O:11])=[O:10], predict the reactants needed to synthesize it. The reactants are: [NH2:1][C:2]1[C:3]([OH:13])=[C:4]([S:9]([NH2:12])(=[O:11])=[O:10])[C:5]([Cl:8])=[CH:6][CH:7]=1.N(C([C:19]1[N:23]([CH3:24])[N:22]=[C:21]([CH3:25])[CH:20]=1)=O)=[N+]=[N-].C[N:27](C)[CH:28]=[O:29].